This data is from Peptide-MHC class II binding affinity with 134,281 pairs from IEDB. The task is: Regression. Given a peptide amino acid sequence and an MHC pseudo amino acid sequence, predict their binding affinity value. This is MHC class II binding data. (1) The MHC is DRB1_0802 with pseudo-sequence DRB1_0802. The peptide sequence is AIDRPAEARKVCYNA. The binding affinity (normalized) is 0.328. (2) The binding affinity (normalized) is 0. The MHC is DRB1_0802 with pseudo-sequence DRB1_0802. The peptide sequence is LDAKSTWYGKPTGAG. (3) The peptide sequence is YKKYFAATQFEPLAA. The MHC is HLA-DPA10103-DPB10401 with pseudo-sequence HLA-DPA10103-DPB10401. The binding affinity (normalized) is 1.00. (4) The MHC is HLA-DQA10201-DQB10202 with pseudo-sequence HLA-DQA10201-DQB10202. The peptide sequence is LGHRDALEDDLLNRN. The binding affinity (normalized) is 0.145. (5) The peptide sequence is FLNFLEANGLNAIDF. The MHC is HLA-DQA10102-DQB10502 with pseudo-sequence HLA-DQA10102-DQB10502. The binding affinity (normalized) is 0.586. (6) The peptide sequence is PQLPQFLQPQ. The MHC is DRB1_0701 with pseudo-sequence DRB1_0701. The binding affinity (normalized) is 0. (7) The peptide sequence is PSMGRDIKVQFQSGG. The MHC is DRB4_0101 with pseudo-sequence DRB4_0103. The binding affinity (normalized) is 0.847. (8) The peptide sequence is YNFATCGLIGLVTFL. The MHC is DRB4_0101 with pseudo-sequence DRB4_0103. The binding affinity (normalized) is 0.401. (9) The peptide sequence is GELQIVDKIDATFKI. The MHC is DRB1_0404 with pseudo-sequence DRB1_0404. The binding affinity (normalized) is 0.508. (10) The peptide sequence is GVTVKDVTITAPGDS. The MHC is DRB1_0405 with pseudo-sequence DRB1_0405. The binding affinity (normalized) is 0.326.